Task: Predict the reaction yield, written as a fraction of the theoretical maximum amount of product (1.0 means a 100% yield; for example, 0.34 means a 34% yield).. Dataset: Reaction yield outcomes from USPTO patents with 853,638 reactions (1) The reactants are [OH-].[Na+].[Cl:3][C:4]1[N:9]=[C:8]([C:10]([O:12]C)=[O:11])[C:7]([CH3:14])=[CH:6][CH:5]=1.C(O)(=O)CC(CC(O)=O)(C(O)=O)O. The catalyst is C1COCC1. The product is [Cl:3][C:4]1[N:9]=[C:8]([C:10]([OH:12])=[O:11])[C:7]([CH3:14])=[CH:6][CH:5]=1. The yield is 0.970. (2) The reactants are [NH2:1][C:2]1[CH:3]=[C:4]([CH:7]=[CH:8][C:9]=1[NH:10][CH2:11][CH2:12][CH2:13][OH:14])[C:5]#[N:6].C1(C)C=CC=CC=1.Cl[C:23](Cl)([O:25]C(=O)OC(Cl)(Cl)Cl)Cl.C(OCC)(=O)C. The catalyst is Cl.[Cl-].[Na+].O. The product is [OH:14][CH2:13][CH2:12][CH2:11][N:10]1[C:9]2[CH:8]=[CH:7][C:4]([C:5]#[N:6])=[CH:3][C:2]=2[NH:1][C:23]1=[O:25]. The yield is 0.930. (3) The reactants are C[O:2][C:3]([C:5]1[C:6]([O:20][CH3:21])=[C:7]2[C:12](=[C:13]([O:17][CH3:18])[C:14]=1[O:15][CH3:16])[CH:11]1[CH2:19][CH:8]2[CH:9]=[CH:10]1)=[O:4].[OH-].[Na+]. The catalyst is CO. The product is [CH3:21][O:20][C:6]1[C:5]([C:3]([OH:4])=[O:2])=[C:14]([O:15][CH3:16])[C:13]([O:17][CH3:18])=[C:12]2[C:7]=1[CH:8]1[CH2:19][CH:11]2[CH:10]=[CH:9]1. The yield is 1.00. (4) The reactants are [NH2:1][C:2]1[C:11](Cl)=[N:10][C:9]2[C:4](=[CH:5][C:6]([Cl:14])=[C:7]([Cl:13])[CH:8]=2)[N:3]=1.[CH3:15][O-:16].[Na+]. The catalyst is O1CCCC1.CO. The product is [NH2:1][C:2]1[C:11]([O:16][CH3:15])=[N:10][C:9]2[C:4](=[CH:5][C:6]([Cl:14])=[C:7]([Cl:13])[CH:8]=2)[N:3]=1. The yield is 0.800. (5) The reactants are [CH:1]1([N:5]2[CH2:9][CH2:8][C@@H:7]([N:10]3[CH2:19][CH2:18][C:17]4[C:12](=[CH:13][CH:14]=[C:15]([C:20]5[CH:29]=[CH:28][C:23]([C:24]([O:26]C)=[O:25])=[CH:22][C:21]=5[F:30])[CH:16]=4)[C:11]3=[O:31])[CH2:6]2)[CH2:4][CH2:3][CH2:2]1. The catalyst is CO. The product is [CH:1]1([N:5]2[CH2:9][CH2:8][C@@H:7]([N:10]3[CH2:19][CH2:18][C:17]4[C:12](=[CH:13][CH:14]=[C:15]([C:20]5[CH:29]=[CH:28][C:23]([C:24]([OH:26])=[O:25])=[CH:22][C:21]=5[F:30])[CH:16]=4)[C:11]3=[O:31])[CH2:6]2)[CH2:2][CH2:3][CH2:4]1. The yield is 0.850. (6) The reactants are [F:1][C:2]1[CH:7]=[CH:6][CH:5]=[C:4]([F:8])[C:3]=1[C:9]1[NH:10][C:11]2[C:17]([CH2:18][CH3:19])=[CH:16][CH:15]=[CH:14][C:12]=2[N:13]=1.[F:20][C:21]1[CH:26]=[CH:25][CH:24]=[C:23]([F:27])[C:22]=1[CH2:28]Br. No catalyst specified. The product is [F:20][C:21]1[CH:26]=[CH:25][CH:24]=[C:23]([F:27])[C:22]=1[CH2:28][N:13]1[C:12]2[CH:14]=[CH:15][CH:16]=[C:17]([CH2:18][CH3:19])[C:11]=2[N:10]=[C:9]1[C:3]1[C:4]([F:8])=[CH:5][CH:6]=[CH:7][C:2]=1[F:1]. The yield is 0.760.